From a dataset of Experimentally validated miRNA-target interactions with 360,000+ pairs, plus equal number of negative samples. Binary Classification. Given a miRNA mature sequence and a target amino acid sequence, predict their likelihood of interaction. (1) The miRNA is hsa-miR-506-5p with sequence UAUUCAGGAAGGUGUUACUUAA. The protein sequence of the target gene is MEDYQAAEETAFVVDEVSNIVKEAIESAIGGNAYQHSKVNQWTTNVVEQTLSQLTKLGKPFKYIVTCVIMQKNGAGLHTASSCFWDSSTDGSCTVRWENKTMYCIVSAFGLSI. Result: 1 (interaction). (2) The miRNA is hsa-miR-3074-5p with sequence GUUCCUGCUGAACUGAGCCAG. The protein sequence of the target gene is MADSEEFRASSPPPPPPSSPSSGASSSSLSMPVSLGWRDPSRSPGPTVDPLEQVELQIGDAAFSLTKLLEATSAVSAQVEELALKCTENARFLKTWRDLLKEGYDSLKPDN. Result: 0 (no interaction). (3) The miRNA is hsa-miR-5197-5p with sequence CAAUGGCACAAACUCAUUCUUGA. The protein sequence of the target gene is MEASVILPILKKKLAFLSGGKDRRSGLILTIPLCLEQTNMDELSVTLDYLLSIPSEKCKARGFTVIVDGRKSQWNVVKTVVVMLQNVVPAEVSLVCVVKPDEFWDKKVTHFCFWKEKDRLGFEVILVSANKLTRYIEPCQLTEDFGGSLTYDHMDWLNKRLVFEKFTKESTSLLDELALINNGSDKGNQQEKERSVDLNFLPSVDPETVLQTGHELLSELQQRRFNGSDGGVSWSPMDDELLAQPQVMKLLDSLREQYTRYQEVCRQRSKRTQLEEIQQKVMQVVNWLEGPGSEQLRAQW.... Result: 1 (interaction).